From a dataset of Full USPTO retrosynthesis dataset with 1.9M reactions from patents (1976-2016). Predict the reactants needed to synthesize the given product. (1) Given the product [CH2:1]([O:3][C:4](=[O:18])[C:5]([O:8][C:9]1[CH:14]=[CH:13][CH:12]=[C:11]([CH2:15][CH2:16][NH:17][C:29](=[O:30])[CH2:28][C:27]2[C:22]([CH:19]3[CH2:20][CH2:21]3)=[N:23][C:24]([C:32]3[CH:33]=[CH:34][C:35]([C:38]([F:41])([F:40])[F:39])=[CH:36][CH:37]=3)=[N:25][CH:26]=2)[CH:10]=1)([CH3:7])[CH3:6])[CH3:2], predict the reactants needed to synthesize it. The reactants are: [CH2:1]([O:3][C:4](=[O:18])[C:5]([O:8][C:9]1[CH:14]=[CH:13][CH:12]=[C:11]([CH2:15][CH2:16][NH2:17])[CH:10]=1)([CH3:7])[CH3:6])[CH3:2].[CH:19]1([C:22]2[C:27]([CH2:28][C:29](O)=[O:30])=[CH:26][N:25]=[C:24]([C:32]3[CH:37]=[CH:36][C:35]([C:38]([F:41])([F:40])[F:39])=[CH:34][CH:33]=3)[N:23]=2)[CH2:21][CH2:20]1.ClCC1C(C2CC2)=NC(C2C=CC(C(F)(F)F)=CC=2)=NC=1. (2) Given the product [OH:4][C:3]1[CH:5]=[CH:6][CH:7]=[CH:8][C:2]=1[CH:1]=[C:1]1[CH2:2][CH2:3][O:4][C:10]1=[O:11], predict the reactants needed to synthesize it. The reactants are: [CH:1](=O)[C:2]1[C:3](=[CH:5][CH:6]=[CH:7][CH:8]=1)[OH:4].[CH3:10][O-:11].[Na+].S(=O)(=O)(O)O. (3) Given the product [C:8]([C:4]1[S:3][C:2]([N:1]2[C:25](=[O:26])[C:24]3[C:23](=[CH:22][C:21]([C:19]([NH:18][CH2:17][C:16]4[CH:33]=[CH:34][CH:35]=[C:14]([Cl:13])[CH:15]=4)=[O:20])=[CH:29][CH:28]=3)[NH:30][C:31]2=[S:32])=[N:6][C:5]=1[CH3:7])(=[O:10])[CH3:9], predict the reactants needed to synthesize it. The reactants are: [NH2:1][C:2]1[S:3][C:4]([C:8](=[O:10])[CH3:9])=[C:5]([CH3:7])[N:6]=1.[H-].[Na+].[Cl:13][C:14]1[CH:15]=[C:16]([CH:33]=[CH:34][CH:35]=1)[CH2:17][NH:18][C:19]([C:21]1[CH:29]=[CH:28][C:24]([C:25]([O-])=[O:26])=[C:23]([N:30]=[C:31]=[S:32])[CH:22]=1)=[O:20]. (4) Given the product [CH2:7]=[CH:8][C:9]1[CH:14]=[CH:13][CH:12]=[CH:11][CH:10]=1.[CH3:15][C:16]([CH3:24])=[CH:17][CH2:18][CH2:19][C:20]([CH:22]=[CH2:23])=[CH2:21], predict the reactants needed to synthesize it. The reactants are: O.C([Li])(CC)C.[CH2:7]=[CH:8][C:9]1[CH:14]=[CH:13][CH:12]=[CH:11][CH:10]=1.[CH3:15][C:16]([CH3:24])=[CH:17][CH2:18][CH2:19][C:20]([CH:22]=[CH2:23])=[CH2:21]. (5) Given the product [N+:21]([C:17]1[CH:16]=[C:15]([C:7]([O:8][CH:9]2[CH2:14][CH2:13][CH2:12][CH2:11][O:10]2)=[CH:32][C:29]2[CH:30]=[CH:31][N:26]=[CH:27][CH:28]=2)[CH:20]=[CH:19][CH:18]=1)([O-:23])=[O:22], predict the reactants needed to synthesize it. The reactants are: COP([CH:7]([C:15]1[CH:20]=[CH:19][CH:18]=[C:17]([N+:21]([O-:23])=[O:22])[CH:16]=1)[O:8][CH:9]1[CH2:14][CH2:13][CH2:12][CH2:11][O:10]1)(=O)OC.[H-].[Na+].[N:26]1[CH:31]=[CH:30][C:29]([CH:32]=O)=[CH:28][CH:27]=1. (6) Given the product [OH:1][C:2]1[C:10]([C:11]([F:14])([F:13])[F:12])=[CH:9][CH:8]=[CH:7][C:3]=1[C:4](=[O:6])[CH3:15], predict the reactants needed to synthesize it. The reactants are: [OH:1][C:2]1[C:10]([C:11]([F:14])([F:13])[F:12])=[CH:9][CH:8]=[CH:7][C:3]=1[C:4]([OH:6])=O.[CH3:15][Li].C. (7) Given the product [CH3:1][C:2]1[C:6]([CH2:7][N:8]2[CH:12]=[C:11]([N:13]3[C:17](=[O:18])[CH2:16][N:15]([CH2:22][CH2:23][CH2:24][C:25]4[CH:30]=[CH:29][CH:28]=[CH:27][CH:26]=4)[C:14]3=[O:19])[CH:10]=[N:9]2)=[C:5]([CH3:20])[O:4][N:3]=1, predict the reactants needed to synthesize it. The reactants are: [CH3:1][C:2]1[C:6]([CH2:7][N:8]2[CH:12]=[C:11]([N:13]3[C:17](=[O:18])[CH2:16][NH:15][C:14]3=[O:19])[CH:10]=[N:9]2)=[C:5]([CH3:20])[O:4][N:3]=1.Br[CH2:22][CH2:23][CH2:24][C:25]1[CH:30]=[CH:29][CH:28]=[CH:27][CH:26]=1. (8) Given the product [CH2:3]([O:5][C:6]([C:8]1[C:9]([O:28][S:31]([C:30]([F:49])([F:48])[F:29])(=[O:33])=[O:32])=[N:10][C:11]2[C:16]([C:17]=1[CH2:18][C:19]1[CH:24]=[CH:23][CH:22]=[CH:21][C:20]=1[Cl:25])=[CH:15][C:14]([Cl:26])=[CH:13][C:12]=2[F:27])=[O:7])[CH3:4], predict the reactants needed to synthesize it. The reactants are: [H-].[Na+].[CH2:3]([O:5][C:6]([C:8]1[C:9](=[O:28])[NH:10][C:11]2[C:16]([C:17]=1[CH2:18][C:19]1[CH:24]=[CH:23][CH:22]=[CH:21][C:20]=1[Cl:25])=[CH:15][C:14]([Cl:26])=[CH:13][C:12]=2[F:27])=[O:7])[CH3:4].[F:29][C:30]([F:49])([F:48])[S:31](N(C1C=CC=CC=1)[S:31]([C:30]([F:49])([F:48])[F:29])(=[O:33])=[O:32])(=[O:33])=[O:32].O. (9) The reactants are: [NH2:1][C:2]1[C:6]2[C:7]([O:11][CH2:12][C:13]3[CH:18]=[CH:17][CH:16]=[CH:15][CH:14]=3)=[N:8][CH:9]=[CH:10][C:5]=2[N:4]([C@H:19]2[C@H:24]([C:25]#[N:26])[CH2:23][CH2:22][O:21][CH2:20]2)[N:3]=1.Br[C:28]1[CH:33]=[CH:32][C:31]([S:34]([CH3:37])(=[O:36])=[O:35])=[CH:30][CH:29]=1.[O-]P([O-])([O-])=O.[K+].[K+].[K+].C(P(C(C)(C)C)C1C(C)=C(C)C(C)=C(C)C=1C1C(C(C)C)=CC(C(C)C)=CC=1C(C)C)(C)(C)C.C(O)(CC)(C)C. Given the product [CH2:12]([O:11][C:7]1[C:6]2[C:2]([NH:1][C:28]3[CH:33]=[CH:32][C:31]([S:34]([CH3:37])(=[O:36])=[O:35])=[CH:30][CH:29]=3)=[N:3][N:4]([C@H:19]3[C@H:24]([C:25]#[N:26])[CH2:23][CH2:22][O:21][CH2:20]3)[C:5]=2[CH:10]=[CH:9][N:8]=1)[C:13]1[CH:14]=[CH:15][CH:16]=[CH:17][CH:18]=1, predict the reactants needed to synthesize it. (10) The reactants are: C([O:3][C:4](=[O:33])[CH2:5][N:6]1[C:14]2[C:9](=[CH:10][CH:11]=[C:12]([CH2:15][C:16](=[O:32])[NH:17][CH2:18][C:19]#[C:20][C:21]3[CH:26]=[CH:25][C:24]([O:27][C:28]([F:31])([F:30])[F:29])=[CH:23][CH:22]=3)[CH:13]=2)[CH:8]=[CH:7]1)C.[Li+].[OH-]. Given the product [F:30][C:28]([F:29])([F:31])[O:27][C:24]1[CH:23]=[CH:22][C:21]([C:20]#[C:19][CH2:18][NH:17][C:16]([CH2:15][C:12]2[CH:13]=[C:14]3[C:9]([CH:8]=[CH:7][N:6]3[CH2:5][C:4]([OH:33])=[O:3])=[CH:10][CH:11]=2)=[O:32])=[CH:26][CH:25]=1, predict the reactants needed to synthesize it.